Dataset: Catalyst prediction with 721,799 reactions and 888 catalyst types from USPTO. Task: Predict which catalyst facilitates the given reaction. (1) The catalyst class is: 3. Reactant: [CH3:1][C:2]([CH3:28])([CH2:6][C:7]1[NH:11][C:10]2[CH:12]=[CH:13][C:14]([O:16][CH2:17][C:18]3[CH:27]=[CH:26][C:25]4[C:20](=[CH:21][CH:22]=[CH:23][CH:24]=4)[N:19]=3)=[CH:15][C:9]=2[N:8]=1)[C:3]([OH:5])=[O:4].Br[CH2:30][C:31]1[CH:39]=[CH:38][C:34]2=[N:35][O:36][N:37]=[C:33]2[CH:32]=1.C(=O)([O-])[O-].[K+].[K+]. Product: [N:35]1[O:36][N:37]=[C:33]2[CH:32]=[C:31]([CH2:30][N:11]3[C:10]4[CH:12]=[CH:13][C:14]([O:16][CH2:17][C:18]5[CH:27]=[CH:26][C:25]6[C:20](=[CH:21][CH:22]=[CH:23][CH:24]=6)[N:19]=5)=[CH:15][C:9]=4[N:8]=[C:7]3[CH2:6][C:2]([CH3:28])([CH3:1])[C:3]([OH:5])=[O:4])[CH:39]=[CH:38][C:34]=12. (2) The catalyst class is: 18. Product: [F:1][C:2]1[CH:10]=[CH:9][C:5]([C:6]([O:8][CH2:11][C:12]2[CH:17]=[CH:16][CH:15]=[CH:14][CH:13]=2)=[O:7])=[CH:4][CH:3]=1. Reactant: [F:1][C:2]1[CH:10]=[CH:9][C:5]([C:6]([OH:8])=[O:7])=[CH:4][CH:3]=1.[CH2:11](Br)[C:12]1[CH:17]=[CH:16][CH:15]=[CH:14][CH:13]=1.C(=O)([O-])[O-].[Cs+].[Cs+]. (3) Reactant: [CH3:1][O:2][C:3]1[CH:8]=[CH:7][C:6]([C:9]2[CH:10]=[C:11]([CH:22]3[CH2:27][CH2:26][NH:25][CH2:24][CH2:23]3)[NH:12][C:13]=2[C:14]2[CH:19]=[CH:18][C:17]([O:20][CH3:21])=[CH:16][CH:15]=2)=[CH:5][CH:4]=1.ClC(Cl)(O[C:32](=[O:38])OC(Cl)(Cl)Cl)Cl.C(N(CC)CC)C.Cl.[CH3:48][NH:49][OH:50]. Product: [CH3:1][O:2][C:3]1[CH:8]=[CH:7][C:6]([C:9]2[CH:10]=[C:11]([CH:22]3[CH2:27][CH2:26][N:25]([C:32](=[O:38])[N:49]([OH:50])[CH3:48])[CH2:24][CH2:23]3)[NH:12][C:13]=2[C:14]2[CH:19]=[CH:18][C:17]([O:20][CH3:21])=[CH:16][CH:15]=2)=[CH:5][CH:4]=1. The catalyst class is: 46. (4) Reactant: [F:1][C:2]1([F:11])[CH2:7][CH2:6][CH:5]([C:8](O)=[O:9])[CH2:4][CH2:3]1.C[N:13]1CCOCC1.CC(COC(Cl)=O)C.[OH-].[NH4+]. Product: [F:1][C:2]1([F:11])[CH2:7][CH2:6][CH:5]([C:8]([NH2:13])=[O:9])[CH2:4][CH2:3]1. The catalyst class is: 1. (5) The catalyst class is: 4. Reactant: [F:1][C:2]1[CH:3]=[C:4]([NH:8][C:9]([C:11]2[NH:12][C:13]3[C:18]([CH:19]=2)=[CH:17][C:16]([CH:20]2[CH2:25][CH2:24][CH2:23][NH:22][CH2:21]2)=[CH:15][CH:14]=3)=[O:10])[CH:5]=[CH:6][CH:7]=1.C(O[C:29]1(O[Si](C)(C)C)[CH2:31][CH2:30]1)C.C(O)(=O)C.C(O[BH-](OC(=O)C)OC(=O)C)(=O)C.[Na+].C([O-])(O)=O.[Na+]. Product: [CH:29]1([N:22]2[CH2:23][CH2:24][CH2:25][CH:20]([C:16]3[CH:17]=[C:18]4[C:13](=[CH:14][CH:15]=3)[NH:12][C:11]([C:9]([NH:8][C:4]3[CH:5]=[CH:6][CH:7]=[C:2]([F:1])[CH:3]=3)=[O:10])=[CH:19]4)[CH2:21]2)[CH2:31][CH2:30]1. (6) Reactant: [NH2:1][C:2]1[S:3][C:4]2[CH:10]=[CH:9][CH:8]=[C:7](Br)[C:5]=2[N:6]=1.[C:12]([Cu])#[N:13]. Product: [NH2:1][C:2]1[S:3][C:4]2[C:5](=[C:7]([C:12]#[N:13])[CH:8]=[CH:9][CH:10]=2)[N:6]=1. The catalyst class is: 3. (7) Reactant: [CH2:1]([CH:4]([CH2:7][CH2:8][CH2:9][CH2:10][CH3:11])[CH2:5][OH:6])[CH2:2][CH3:3].[OH:12][C:13]([CH2:15][CH2:16][CH2:17][CH2:18][CH2:19][CH2:20][CH2:21][CH2:22][CH3:23])=O. Product: [O:6]([CH2:5][CH:4]([CH2:1][CH2:2][CH3:3])[CH2:7][CH2:8][CH2:9][CH2:10][CH3:11])[C:13]([CH2:15][CH2:16][CH2:17][CH2:18][CH2:19][CH2:20][CH2:21][CH2:22][CH3:23])=[O:12]. The catalyst class is: 6. (8) Reactant: [O:1]1[C:5]2[CH:6]=[CH:7][CH:8]=[CH:9][C:4]=2[CH:3]=[C:2]1[C:10]1[N:14]2[N:15]=[C:16](Cl)[CH:17]=[CH:18][C:13]2=[N:12][CH:11]=1.Cl.[NH2:21][CH2:22][C@H:23]1[CH2:26][C@H:25]([OH:27])[CH2:24]1.C(=O)([O-])[O-].[K+].[K+]. Product: [O:1]1[C:5]2[CH:6]=[CH:7][CH:8]=[CH:9][C:4]=2[CH:3]=[C:2]1[C:10]1[N:14]2[N:15]=[C:16]([NH:21][CH2:22][C@H:23]3[CH2:26][C@H:25]([OH:27])[CH2:24]3)[CH:17]=[CH:18][C:13]2=[N:12][CH:11]=1. The catalyst class is: 51.